This data is from Full USPTO retrosynthesis dataset with 1.9M reactions from patents (1976-2016). The task is: Predict the reactants needed to synthesize the given product. Given the product [O:19]1[C:16]2[CH:17]=[CH:18][C:13]([C:11]([CH:10]([C:7]3[CH:8]=[CH:9][C:3]4[O:2][CH2:1][O:5][C:4]=4[CH:6]=3)[NH:26][CH2:24][CH3:25])=[O:12])=[CH:14][C:15]=2[O:21][CH2:20]1, predict the reactants needed to synthesize it. The reactants are: [CH2:1]1[O:5][C:4]2[CH:6]=[C:7]([CH:10](O)[C:11]([C:13]3[CH:18]=[CH:17][C:16]4[O:19][CH2:20][O:21][C:15]=4[CH:14]=3)=[O:12])[CH:8]=[CH:9][C:3]=2[O:2]1.Cl.[CH2:24]([NH2:26])[CH3:25].